Task: Predict the reactants needed to synthesize the given product.. Dataset: Full USPTO retrosynthesis dataset with 1.9M reactions from patents (1976-2016) (1) The reactants are: Br[C:2]1[CH:3]=[CH:4][C:5]([C:8]([F:11])([F:10])[F:9])=[N:6][CH:7]=1.C(=O)([O-])[O-].[Cs+].[Cs+].[F:18][C:19]1[CH:41]=[CH:40][CH:39]=[CH:38][C:20]=1[O:21][C:22]1[C:36]([OH:37])=[CH:35][C:25]2[NH:26][C:27]([C:29]3[CH:34]=[N:33][CH:32]=[CH:31][N:30]=3)=[N:28][C:24]=2[CH:23]=1. Given the product [F:18][C:19]1[CH:41]=[CH:40][CH:39]=[CH:38][C:20]=1[O:21][C:22]1[C:36]([O:37][C:2]2[CH:7]=[N:6][C:5]([C:8]([F:11])([F:10])[F:9])=[CH:4][CH:3]=2)=[CH:35][C:25]2[NH:26][C:27]([C:29]3[CH:34]=[N:33][CH:32]=[CH:31][N:30]=3)=[N:28][C:24]=2[CH:23]=1, predict the reactants needed to synthesize it. (2) Given the product [Br:22][C:17]1[CH:18]=[CH:19][CH:20]=[CH:21][C:16]=1[C@@H:14]1[CH2:15][C@H:13]1[C:11]([OH:12])=[O:23], predict the reactants needed to synthesize it. The reactants are: OCC(N[C:11]([C@@H:13]1[CH2:15][C@H:14]1[C:16]1[CH:21]=[CH:20][CH:19]=[CH:18][C:17]=1[Br:22])=[O:12])C1C=CC=CC=1.[OH:23]S(O)(=O)=O.O. (3) Given the product [CH2:41]([NH:42][CH2:15][C@@:14]1([CH3:18])[CH:9]2[C@@:10]([CH3:19])([C:20]3[C:6]([CH2:7][CH2:8]2)=[CH:43][C:44]([CH:57]([CH3:48])[CH3:56])=[CH:45][CH:46]=3)[CH2:11][CH2:12][CH2:13]1)[C:31]1[CH:32]=[CH:33][CH:34]=[CH:35][CH:30]=1, predict the reactants needed to synthesize it. The reactants are: CC(C1CC[C@H:15]2[C:6](=[CH:7][CH2:8][C@@H:9]3[C@:14]2([CH3:18])[CH2:13][CH2:12][CH2:11][C@:10]3([CH2:20]O)[CH3:19])C=1)C.CC(C1CC[C@H]2C(=CC[C@@H:30]3[C@:35]2(C)[CH2:34][CH2:33][CH2:32][C@:31]3([CH2:41][NH2:42])C)C=1)C.[CH3:43][C@:44]1(C(N)=O)[CH:57]2[C@@:48](C)(C3C(=C[CH2:56]2)C=C(C(C)C)CC3)C[CH2:46][CH2:45]1.CNC([C@@]1(C)C2[C@@](C)(C3C(=CC2)C=C(C(C)C)CC3)CCC1)=O.C[C@]1(CNC)C2[C@@](C)(C3C(=CC2)C=C(C(C)C)CC3)CCC1.C(N(CC)C([C@@]1(C)C2[C@@](C)(C3C(=CC2)C=C(C(C)C)CC3)CCC1)=O)C.C[C@]1(CN(CC)CC)C2[C@@](C)(C3C(=CC2)C=C(C(C)C)CC3)CCC1.CC(C1C=CC2C3(C)C(CCC=2C=1)C(CN)(C)CCC3)C.C[C@]1(CN)C2[C@@](C)(C3C(CC2)=CC(C(C)C)=CC=3)CCC1.C[C@]1(CNC(=O)C)C2[C@@](C)(C3C(CC2)=CC(C(C)C)=CC=3)CCC1.C[C@]1(CNC(=O)C(F)(F)F)C2[C@@](C)(C3C(CC2)=CC(C(C)C)=CC=3)CCC1.C(C1C=C2C([C@]3(C)C(CC2)[C@@](CNC(=O)C2C=CC=CC=2)(C)CCC3)=CC=1)(C)C. (4) Given the product [F:1][C:2]1[CH:10]=[CH:9][C:8]2[N:7]([C:19]3[CH:20]=[N:21][C:22]([CH3:25])=[N:23][CH:24]=3)[C:6]3[CH:11]4[CH2:12][CH2:13][N:14]([CH2:15][C:5]=3[C:4]=2[CH:3]=1)[CH2:16][CH2:17]4, predict the reactants needed to synthesize it. The reactants are: [F:1][C:2]1[CH:10]=[CH:9][C:8]2[NH:7][C:6]3[CH:11]4[CH2:17][CH2:16][N:14]([CH2:15][C:5]=3[C:4]=2[CH:3]=1)[CH2:13][CH2:12]4.Br[C:19]1[CH:20]=[N:21][C:22]([CH3:25])=[N:23][CH:24]=1.C([O-])([O-])=O.[K+].[K+].CNCCNC. (5) Given the product [N:15]1[C:2]([CH:3]=[O:4])=[CH:5][N:12]2[C:13]=1[CH2:14][S:10][CH2:11]2, predict the reactants needed to synthesize it. The reactants are: Br[C:2](=[CH:5]OC(C)C)[CH:3]=[O:4].[S:10]1[CH2:14][C:13](=[NH:15])[NH:12][CH2:11]1.C(N(CC)CC)C. (6) Given the product [F:8][C:7]1[CH:6]=[CH:5][C:4]([C:9]([NH:12][C:13](=[O:23])[O:14][CH:15]2[CH:20]3[CH2:21][CH2:22][N:17]([CH2:18][CH2:19]3)[CH2:16]2)([CH3:11])[CH3:10])=[CH:3][C:2]=1[C:27]1[CH:28]=[CH:29][N:24]=[CH:25][CH:26]=1, predict the reactants needed to synthesize it. The reactants are: Br[C:2]1[CH:3]=[C:4]([C:9]([NH:12][C:13](=[O:23])[O:14][CH:15]2[CH:20]3[CH2:21][CH2:22][N:17]([CH2:18][CH2:19]3)[CH2:16]2)([CH3:11])[CH3:10])[CH:5]=[CH:6][C:7]=1[F:8].[N:24]1[CH:29]=[CH:28][C:27](B(O)O)=[CH:26][CH:25]=1. (7) The reactants are: [F:1][C:2]1[CH:21]=[C:20]([O:22][CH3:23])[CH:19]=[CH:18][C:3]=1[CH2:4][CH:5]1[C:9]2=[N:10][C:11]3[CH:16]=[CH:15][CH:14]=[CH:13][C:12]=3[N:8]2[C:7](=[O:17])[NH:6]1.[NH2:24][C@H:25]1[CH2:30][CH2:29][C@H:28]([OH:31])[CH2:27][CH2:26]1.C(O)(C(F)(F)F)=O. Given the product [NH:8]1[C:12]2[CH:13]=[CH:14][CH:15]=[CH:16][C:11]=2[N:10]=[C:9]1[CH:5]([NH:6][C:7]([NH:24][C@H:25]1[CH2:30][CH2:29][C@H:28]([OH:31])[CH2:27][CH2:26]1)=[O:17])[CH2:4][C:3]1[CH:18]=[CH:19][C:20]([O:22][CH3:23])=[CH:21][C:2]=1[F:1], predict the reactants needed to synthesize it. (8) Given the product [Br:1][C:2]1[N:7]=[C:6]([Cl:8])[C:5]([NH:9][C:16](=[O:17])[CH2:15][C:13]#[N:14])=[C:4]([NH:10][CH2:11][CH3:12])[CH:3]=1, predict the reactants needed to synthesize it. The reactants are: [Br:1][C:2]1[N:7]=[C:6]([Cl:8])[C:5]([NH2:9])=[C:4]([NH:10][CH2:11][CH3:12])[CH:3]=1.[C:13]([CH2:15][C:16](O)=[O:17])#[N:14].C(Cl)CCl.CN1CCOCC1.